The task is: Predict the reactants needed to synthesize the given product.. This data is from Retrosynthesis with 50K atom-mapped reactions and 10 reaction types from USPTO. (1) Given the product CCOc1cc(C(=O)NN)ccc1[N+](=O)[O-], predict the reactants needed to synthesize it. The reactants are: CCOc1cc(C(=O)O)ccc1[N+](=O)[O-].NN. (2) Given the product C=CCO[C@H]1Cc2ccc(OC)cc2[C@H]1NC(=O)C(F)(F)F, predict the reactants needed to synthesize it. The reactants are: C=CCBr.COc1ccc2c(c1)[C@@H](NC(=O)C(F)(F)F)[C@@H](O)C2.